From a dataset of Peptide-MHC class I binding affinity with 185,985 pairs from IEDB/IMGT. Regression. Given a peptide amino acid sequence and an MHC pseudo amino acid sequence, predict their binding affinity value. This is MHC class I binding data. (1) The peptide sequence is DVSPLMHLF. The MHC is HLA-A80:01 with pseudo-sequence HLA-A80:01. The binding affinity (normalized) is 0.0847. (2) The peptide sequence is IMILKLLTDF. The MHC is HLA-B15:01 with pseudo-sequence HLA-B15:01. The binding affinity (normalized) is 0.767. (3) The peptide sequence is IRFPKTFGP. The MHC is Mamu-B17 with pseudo-sequence Mamu-B17. The binding affinity (normalized) is 0. (4) The peptide sequence is RSVWIPGRW. The MHC is HLA-A02:16 with pseudo-sequence HLA-A02:16. The binding affinity (normalized) is 0.0847. (5) The peptide sequence is ILMWEAVTL. The MHC is HLA-A29:02 with pseudo-sequence HLA-A29:02. The binding affinity (normalized) is 0. (6) The peptide sequence is SQSDTVFDY. The MHC is HLA-A24:02 with pseudo-sequence HLA-A24:02. The binding affinity (normalized) is 0.0298. (7) The peptide sequence is TEDDPQSQHM. The MHC is Mamu-B8701 with pseudo-sequence Mamu-B8701. The binding affinity (normalized) is 0.343.